From a dataset of Forward reaction prediction with 1.9M reactions from USPTO patents (1976-2016). Predict the product of the given reaction. (1) The product is: [CH:32]([O:31][C:29]([NH:28][C@@H:4]([CH2:5][NH:6][C:7]([CH:9]1[CH2:14][CH2:13][N:12]([C:15]2[CH:20]=[CH:19][CH:18]=[C:17]([NH:21][C:22]3[NH:23][CH2:24][CH2:25][CH2:26][N:27]=3)[CH:16]=2)[CH2:11][CH2:10]1)=[O:8])[C:3]([OH:35])=[O:2])=[O:30])([CH3:34])[CH3:33]. Given the reactants C[O:2][C:3](=[O:35])[C@@H:4]([NH:28][C:29]([O:31][CH:32]([CH3:34])[CH3:33])=[O:30])[CH2:5][NH:6][C:7]([CH:9]1[CH2:14][CH2:13][N:12]([C:15]2[CH:20]=[CH:19][CH:18]=[C:17]([NH:21][C:22]3[NH:23][CH2:24][CH2:25][CH2:26][N:27]=3)[CH:16]=2)[CH2:11][CH2:10]1)=[O:8].[OH-].[Na+].FC(F)(F)C(O)=O, predict the reaction product. (2) Given the reactants [C:1]([C:5]1[N:10]=[C:9]([NH:11][C:12]2[CH:17]=[C:16](Cl)[N:15]=[N:14][C:13]=2[C:19]([NH2:21])=[O:20])[CH:8]=[CH:7][CH:6]=1)([CH3:4])([CH3:3])[CH3:2].[NH2:22][CH:23]([CH2:33][CH:34]([CH3:36])[CH3:35])[CH2:24][NH:25][C:26](=[O:32])[O:27][C:28]([CH3:31])([CH3:30])[CH3:29], predict the reaction product. The product is: [C:1]([C:5]1[N:10]=[C:9]([NH:11][C:12]2[CH:17]=[C:16]([NH:22][CH:23]([CH2:33][CH:34]([CH3:36])[CH3:35])[CH2:24][NH:25][C:26](=[O:32])[O:27][C:28]([CH3:29])([CH3:30])[CH3:31])[N:15]=[N:14][C:13]=2[C:19](=[O:20])[NH2:21])[CH:8]=[CH:7][CH:6]=1)([CH3:4])([CH3:3])[CH3:2]. (3) Given the reactants [CH3:1][O:2][C:3]([NH:5][C@@H:6]([CH:49]([CH3:51])[CH3:50])[C:7]([N:9]1[CH2:13][CH2:12][CH2:11][C@H:10]1[C:14]1[NH:15][C:16]([C:19]2[CH:24]=[CH:23][C:22]([C:25]#[C:26][C:27]3[CH:28]=[CH:29][C:30]4[N:34]=[C:33]([C@@H:35]5[CH:39]=[C:38]([CH3:40])[CH2:37][N:36]5C(OC(C)(C)C)=O)[NH:32][C:31]=4[CH:48]=3)=[CH:21][CH:20]=2)=[CH:17][N:18]=1)=[O:8])=[O:4].C(O)(C(F)(F)F)=O, predict the reaction product. The product is: [CH3:50][CH:49]([CH3:51])[C@H:6]([NH:5][C:3](=[O:4])[O:2][CH3:1])[C:7]([N:9]1[CH2:13][CH2:12][CH2:11][C@H:10]1[C:14]1[NH:15][C:16]([C:19]2[CH:20]=[CH:21][C:22]([C:25]#[C:26][C:27]3[CH:28]=[CH:29][C:30]4[N:34]=[C:33]([C@@H:35]5[CH:39]=[C:38]([CH3:40])[CH2:37][NH:36]5)[NH:32][C:31]=4[CH:48]=3)=[CH:23][CH:24]=2)=[CH:17][N:18]=1)=[O:8]. (4) Given the reactants [Cl:1][C:2]1[C:3]([C:9](=[N:25][O:26][CH2:27][CH3:28])[C@@H:10]([NH:12][C:13](=[O:24])[C:14]2[CH:19]=[CH:18][CH:17]=[CH:16][C:15]=2[C:20]([F:23])([F:22])[F:21])[CH3:11])=[N:4][CH:5]=[C:6]([Cl:8])[CH:7]=1, predict the reaction product. The product is: [Cl:1][C:2]1[C:3](/[C:9](=[N:25]\[O:26][CH2:27][CH3:28])/[C@@H:10]([NH:12][C:13](=[O:24])[C:14]2[CH:19]=[CH:18][CH:17]=[CH:16][C:15]=2[C:20]([F:22])([F:21])[F:23])[CH3:11])=[N:4][CH:5]=[C:6]([Cl:8])[CH:7]=1. (5) Given the reactants [CH3:1][O:2][C:3]([C:5]1[C:6]2[CH:7]=[CH:8][N:9]([CH2:14][CH2:15][OH:16])[C:10]=2[CH:11]=[CH:12][CH:13]=1)=[O:4].CCN(C(C)C)C(C)C.Cl[CH2:27][O:28][CH2:29][CH2:30][O:31][CH3:32], predict the reaction product. The product is: [CH3:1][O:2][C:3]([C:5]1[C:6]2[CH:7]=[CH:8][N:9]([CH2:14][CH2:15][O:16][CH2:27][O:28][CH2:29][CH2:30][O:31][CH3:32])[C:10]=2[CH:11]=[CH:12][CH:13]=1)=[O:4]. (6) The product is: [O:4]1[C:5]2([CH2:10][CH2:9][C:8]([C:11]3[NH:38][C:14]4[N:15]=[CH:16][N:17]=[C:18]([C:19]5[CH:20]=[CH:21][C:22]([O:27][CH:28]6[CH2:33][CH2:32][N:31]([C:34](=[O:37])[CH2:35][OH:36])[CH2:30][CH2:29]6)=[C:23]([CH:26]=5)[C:24]#[N:25])[C:13]=4[CH:12]=3)=[CH:7][CH2:6]2)[O:1][CH2:2][CH2:3]1. Given the reactants [O:1]1[C:5]2([CH2:10][CH2:9][C:8]([C:11]3[N:38](COCC[Si](C)(C)C)[C:14]4[N:15]=[CH:16][N:17]=[C:18]([C:19]5[CH:20]=[CH:21][C:22]([O:27][CH:28]6[CH2:33][CH2:32][N:31]([C:34](=[O:37])[CH2:35][OH:36])[CH2:30][CH2:29]6)=[C:23]([CH:26]=5)[C:24]#[N:25])[C:13]=4[CH:12]=3)=[CH:7][CH2:6]2)[O:4][CH2:3][CH2:2]1.C1COCC1, predict the reaction product.